This data is from Reaction yield outcomes from USPTO patents with 853,638 reactions. The task is: Predict the reaction yield, written as a fraction of the theoretical maximum amount of product (1.0 means a 100% yield; for example, 0.34 means a 34% yield). (1) The reactants are [NH2:1][C:2]1[CH:3]=[C:4]([CH:17]=[CH:18][CH:19]=1)[O:5][C:6]1[C:15]2[N:14]=[CH:13][C:12](=[O:16])[NH:11][C:10]=2[N:9]=[CH:8][CH:7]=1.[C:20]([C:24]1[CH:25]=[C:26]([CH:30]=[CH:31][CH:32]=1)[C:27](Cl)=[O:28])([CH3:23])([CH3:22])[CH3:21]. No catalyst specified. The product is [C:20]([C:24]1[CH:25]=[C:26]([CH:30]=[CH:31][CH:32]=1)[C:27]([NH:1][C:2]1[CH:19]=[CH:18][CH:17]=[C:4]([O:5][C:6]2[C:15]3[N:14]=[CH:13][C:12](=[O:16])[NH:11][C:10]=3[N:9]=[CH:8][CH:7]=2)[CH:3]=1)=[O:28])([CH3:23])([CH3:21])[CH3:22]. The yield is 0.450. (2) The reactants are Cl[C:2]1[N:3]=[C:4]2[C:10]3[CH:11]=[CH:12][CH:13]=[CH:14][C:9]=3[NH:8][C:7]3[N:15]=[CH:16][CH:17]=[CH:18][C:6]=3[N:5]2[C:19]=1[C:20]1[CH:25]=[CH:24][C:23]([C:26]2([NH:30][C:31](=[O:37])[O:32][C:33]([CH3:36])([CH3:35])[CH3:34])[CH2:29][CH2:28][CH2:27]2)=[CH:22][CH:21]=1.[CH2:38]([O:45][C:46]1[CH:51]=[CH:50][C:49](B(O)O)=[CH:48][CH:47]=1)[C:39]1[CH:44]=[CH:43][CH:42]=[CH:41][CH:40]=1.C([O-])([O-])=O.[Na+].[Na+]. The catalyst is CN(C=O)C.CCOC(C)=O.CC(P(C(C)(C)C)C1C=CC(N(C)C)=CC=1)(C)C.CC(P(C(C)(C)C)C1C=CC(N(C)C)=CC=1)(C)C.Cl[Pd]Cl. The product is [C:33]([O:32][C:31](=[O:37])[NH:30][C:26]1([C:23]2[CH:24]=[CH:25][C:20]([C:19]3[N:5]4[C:6]5[CH:18]=[CH:17][CH:16]=[N:15][C:7]=5[NH:8][C:9]5[CH:14]=[CH:13][CH:12]=[CH:11][C:10]=5[C:4]4=[N:3][C:2]=3[C:49]3[CH:50]=[CH:51][C:46]([O:45][CH2:38][C:39]4[CH:44]=[CH:43][CH:42]=[CH:41][CH:40]=4)=[CH:47][CH:48]=3)=[CH:21][CH:22]=2)[CH2:27][CH2:28][CH2:29]1)([CH3:36])([CH3:35])[CH3:34]. The yield is 0.840. (3) The product is [Br:5][CH2:6][C:7]([C:13]1[C:14]([CH3:19])=[CH:15][C:16]([CH3:18])=[CH:17][C:12]=1[O:11][CH3:10])=[O:8].[Br:5][CH2:6][C:7]([C:15]1[C:16]([CH3:18])=[CH:17][C:12]([O:11][CH3:10])=[CH:13][C:14]=1[CH3:19])=[O:8]. The reactants are [Al+3].[Cl-].[Cl-].[Cl-].[Br:5][CH2:6][C:7](Br)=[O:8].[CH3:10][O:11][C:12]1[CH:17]=[C:16]([CH3:18])[CH:15]=[C:14]([CH3:19])[CH:13]=1. The catalyst is C(Cl)Cl. The yield is 0.317. (4) The reactants are Cl[C:2](=[O:8])[C:3]([O:5]CC)=O.[CH2:9]([C:11]1[CH:16]=[C:15]([C:17]#[N:18])[CH:14]=[CH:13][C:12]=1[NH:19][C:20]([NH:22][C:23]([CH3:27])([CH3:26])[CH2:24][CH3:25])=[S:21])[CH3:10]. The catalyst is ClCCl. The product is [CH3:27][C:23]([N:22]1[C:2](=[O:8])[C:3](=[O:5])[N:19]([C:12]2[CH:13]=[CH:14][C:15]([C:17]#[N:18])=[CH:16][C:11]=2[CH2:9][CH3:10])[C:20]1=[S:21])([CH3:26])[CH2:24][CH3:25]. The yield is 0.590. (5) The reactants are [Cl-].O[NH3+:3].[C:4](=[O:7])([O-])[OH:5].[Na+].CS(C)=O.[CH2:13]([C:17]1[N:18]=[C:19]([CH3:47])[N:20]([CH2:39][C:40]2[CH:45]=[CH:44][CH:43]=[CH:42][C:41]=2[Cl:46])[C:21](=[O:38])[C:22]=1[CH2:23][C:24]1[CH:29]=[CH:28][C:27]([C:30]2[C:31]([C:36]#[N:37])=[CH:32][CH:33]=[CH:34][CH:35]=2)=[CH:26][CH:25]=1)[CH2:14][CH2:15][CH3:16]. The catalyst is C(OCC)(=O)C. The product is [CH2:13]([C:17]1[N:18]=[C:19]([CH3:47])[N:20]([CH2:39][C:40]2[CH:45]=[CH:44][CH:43]=[CH:42][C:41]=2[Cl:46])[C:21](=[O:38])[C:22]=1[CH2:23][C:24]1[CH:25]=[CH:26][C:27]([C:30]2[CH:35]=[CH:34][CH:33]=[CH:32][C:31]=2[C:36]2[NH:3][C:4](=[O:7])[O:5][N:37]=2)=[CH:28][CH:29]=1)[CH2:14][CH2:15][CH3:16]. The yield is 0.670. (6) The product is [CH2:1]([O:3][C:4]([C:6]1[CH:7]=[N:8][N:9]([CH2:12][CH2:13][CH2:14][O:15][CH3:16])[C:10]=1[Cl:28])=[O:5])[CH3:2]. The reactants are [CH2:1]([O:3][C:4]([C:6]1[CH:7]=[N:8][N:9]([CH2:12][CH2:13][CH2:14][O:15][CH3:16])[C:10]=1N)=[O:5])[CH3:2].C(O)(=O)C.N(OC(C)(C)C)=O.[ClH:28]. The catalyst is C(#N)C. The yield is 0.300. (7) The reactants are [Cl-].O[NH3+:3].[C:4](=[O:7])([O-])[OH:5].[Na+].CS(C)=O.[CH2:13]([C:17]1[N:18]=[C:19]([CH2:47][CH3:48])[N:20]([C:39]2[CH:44]=[CH:43][C:42]([O:45][CH3:46])=[CH:41][CH:40]=2)[C:21](=[O:38])[C:22]=1[CH2:23][C:24]1[CH:29]=[CH:28][C:27]([C:30]2[C:31]([C:36]#[N:37])=[CH:32][CH:33]=[CH:34][CH:35]=2)=[CH:26][CH:25]=1)[CH2:14][CH2:15][CH3:16]. The catalyst is C(OCC)(=O)C. The product is [CH2:13]([C:17]1[N:18]=[C:19]([CH2:47][CH3:48])[N:20]([C:39]2[CH:40]=[CH:41][C:42]([O:45][CH3:46])=[CH:43][CH:44]=2)[C:21](=[O:38])[C:22]=1[CH2:23][C:24]1[CH:25]=[CH:26][C:27]([C:30]2[CH:35]=[CH:34][CH:33]=[CH:32][C:31]=2[C:36]2[NH:3][C:4](=[O:7])[O:5][N:37]=2)=[CH:28][CH:29]=1)[CH2:14][CH2:15][CH3:16]. The yield is 0.700.